From a dataset of Reaction yield outcomes from USPTO patents with 853,638 reactions. Predict the reaction yield, written as a fraction of the theoretical maximum amount of product (1.0 means a 100% yield; for example, 0.34 means a 34% yield). (1) The catalyst is C(Cl)(Cl)(Cl)Cl. The yield is 1.00. The product is [Cl:22][CH2:20][S:19][C:17]1[CH:18]=[C:2]([CH3:1])[C:3]([O:4][Si:5]([CH:12]([CH3:14])[CH3:13])([CH:6]([CH3:7])[CH3:8])[CH:9]([CH3:10])[CH3:11])=[C:15]([CH3:21])[CH:16]=1. The reactants are [CH3:1][C:2]1[CH:18]=[C:17]([S:19][CH3:20])[CH:16]=[C:15]([CH3:21])[C:3]=1[O:4][Si:5]([CH:12]([CH3:14])[CH3:13])([CH:9]([CH3:11])[CH3:10])[CH:6]([CH3:8])[CH3:7].[Cl:22]N1C(=O)CCC1=O. (2) The reactants are [Li+].CCC[CH2-].[C:6]([O:10][C:11]([NH:13][C:14]1[C:15]2[N:16]([CH:36]=[C:37]([Cl:39])[N:38]=2)[CH2:17][C@:18]([C:21]2[CH:22]=[C:23]([NH:28][C:29](=[O:35])[O:30][C:31]([CH3:34])([CH3:33])[CH3:32])[CH:24]=[CH:25][C:26]=2[F:27])([CH3:20])[N:19]=1)=[O:12])([CH3:9])([CH3:8])[CH3:7].[I:40]I. The catalyst is C1COCC1.CCOC(C)=O. The product is [C:6]([O:10][C:11]([NH:13][C:14]1[C:15]2[N:16]([C:36]([I:40])=[C:37]([Cl:39])[N:38]=2)[CH2:17][C@:18]([C:21]2[CH:22]=[C:23]([NH:28][C:29](=[O:35])[O:30][C:31]([CH3:32])([CH3:34])[CH3:33])[CH:24]=[CH:25][C:26]=2[F:27])([CH3:20])[N:19]=1)=[O:12])([CH3:7])([CH3:8])[CH3:9]. The yield is 0.970.